From a dataset of Catalyst prediction with 721,799 reactions and 888 catalyst types from USPTO. Predict which catalyst facilitates the given reaction. (1) Reactant: [F:1][C:2]1[CH:18]=[CH:17][C:5]([C:6]2[C:15](=[O:16])[C:14]3[C:9](=[CH:10][CH:11]=[CH:12][CH:13]=3)[O:8][CH:7]=2)=[CH:4][CH:3]=1.C(=O)=O.CC(C)=O.CCC(C)[BH-](C(C)CC)C(C)CC.[Li+]. The catalyst class is: 1. Product: [F:1][C:2]1[CH:3]=[CH:4][C:5]([CH:6]2[C:15](=[O:16])[C:14]3[C:9](=[CH:10][CH:11]=[CH:12][CH:13]=3)[O:8][CH2:7]2)=[CH:17][CH:18]=1. (2) Reactant: CS(O[CH2:6][CH2:7][CH2:8][C:9]#[CH:10])(=O)=O.[NH:11]1[CH2:16][CH2:15][NH:14][CH2:13][CH2:12]1. Product: [CH2:6]([N:11]1[CH2:16][CH2:15][NH:14][CH2:13][CH2:12]1)[CH2:7][CH2:8][C:9]#[CH:10]. The catalyst class is: 14. (3) Reactant: [H-].[Na+].[CH3:3][N:4]([CH3:8])[CH2:5][CH2:6][OH:7].[NH2:9][C:10]1[CH:15]=[CH:14][N:13]=[C:12](Cl)[CH:11]=1. Product: [CH3:3][N:4]([CH3:8])[CH2:5][CH2:6][O:7][C:12]1[CH:11]=[C:10]([NH2:9])[CH:15]=[CH:14][N:13]=1. The catalyst class is: 11. (4) Product: [C:12]([N:6]1[C:7]2[C:3](=[C:2]([Cl:1])[CH:10]=[CH:9][CH:8]=2)[CH:4]=[C:5]1[Si:21]([CH3:24])([CH3:23])[CH3:17])([CH3:14])([CH3:13])[CH3:11]. The catalyst class is: 1. Reactant: [Cl:1][C:2]1[CH:10]=[CH:9][CH:8]=[C:7]2[C:3]=1[CH:4]=[CH:5][NH:6]2.[CH3:11][C:12]([O-])([CH3:14])[CH3:13].[K+].[C:17]([Si:21]([CH3:24])([CH3:23])Cl)(C)(C)C. (5) Reactant: [C:1]1([N:7]=[C:8]=[O:9])[CH:6]=[CH:5][CH:4]=[CH:3][CH:2]=1.Cl.[S:11]1[CH:15]=[CH:14][CH:13]=[C:12]1[C:16]1[N:20]=[C:19]([CH:21]2[CH2:26][CH2:25][NH2+:24][CH2:23][CH2:22]2)[O:18][N:17]=1. Product: [C:1]1([NH:7][C:8]([N:24]2[CH2:25][CH2:26][CH:21]([C:19]3[O:18][N:17]=[C:16]([C:12]4[S:11][CH:15]=[CH:14][CH:13]=4)[N:20]=3)[CH2:22][CH2:23]2)=[O:9])[CH:6]=[CH:5][CH:4]=[CH:3][CH:2]=1. The catalyst class is: 17.